From a dataset of Reaction yield outcomes from USPTO patents with 853,638 reactions. Predict the reaction yield, written as a fraction of the theoretical maximum amount of product (1.0 means a 100% yield; for example, 0.34 means a 34% yield). (1) The reactants are S([O-])([O-])(=O)=O.[Mg+2].S(=O)(=O)(O)O.[Cl:12][C@H:13]([CH3:17])[C:14]([OH:16])=[O:15].[C:18](O)([CH3:21])([CH3:20])[CH3:19].C(=O)(O)[O-].[Na+]. The catalyst is C(Cl)Cl. The product is [Cl:12][C@H:13]([CH3:17])[C:14]([O:16][C:18]([CH3:21])([CH3:20])[CH3:19])=[O:15]. The yield is 0.940. (2) The reactants are Br[C:2]1[CH:7]=[CH:6][C:5]([C:8]([CH3:14])([CH3:13])[CH2:9][CH2:10][CH2:11][CH3:12])=[CH:4][C:3]=1[F:15].BrC1C=CC(C(C)(C)CCCC)=CC=1.C([Li])CCC.CCCCCC.CN(C)[CH:43]=[O:44]. No catalyst specified. The product is [F:15][C:3]1[CH:4]=[C:5]([C:8]([CH3:14])([CH3:13])[CH2:9][CH2:10][CH2:11][CH3:12])[CH:6]=[CH:7][C:2]=1[CH:43]=[O:44]. The yield is 0.370. (3) The reactants are [CH3:1][C:2]1[C:16](=[O:17])[N:15]=[C:14]2[N:4]([C@@H:5]3[O:9][C@H:8]([CH2:10][OH:11])[C@@H:7]([OH:12])[C@@H:6]3[O:13]2)[CH:3]=1.[CH3:18][O:19][CH2:20][CH2:21][O:22]B([O:22][CH2:21][CH2:20][O:19][CH3:18])[O:22][CH2:21][CH2:20][O:19][CH3:18]. The catalyst is COCCO. The product is [CH3:18][O:19][CH2:20][CH2:21][O:22][C@@H:6]1[C@H:7]([OH:12])[C@@H:8]([CH2:10][OH:11])[O:9][C@H:5]1[N:4]1[CH:3]=[C:2]([CH3:1])[C:16](=[O:17])[NH:15][C:14]1=[O:13]. The yield is 0.630. (4) The reactants are Br[C:2]1[C:11]2[NH:10][C:9](=[O:12])[C:8]3[S:13][CH:14]=[CH:15][C:7]=3[C:6]=2[C:5]([C:16]2[CH:21]=[CH:20][C:19]([CH:22]([CH3:32])[CH2:23][NH:24][C:25](=[O:31])[O:26][C:27]([CH3:30])([CH3:29])[CH3:28])=[C:18]([F:33])[CH:17]=2)=[C:4]([O:34][CH3:35])[CH:3]=1.[CH3:36]B1OB(C)OB(C)O1. The catalyst is C1C=CC(P(C2C=CC=CC=2)C2C=CC=CC=2)=CC=1.C1C=CC(P(C2C=CC=CC=2)C2C=CC=CC=2)=CC=1.C1C=CC(P(C2C=CC=CC=2)C2C=CC=CC=2)=CC=1.C1C=CC(P(C2C=CC=CC=2)C2C=CC=CC=2)=CC=1.[Pd]. The product is [F:33][C:18]1[CH:17]=[C:16]([C:5]2[C:6]3[C:7]4[CH:15]=[CH:14][S:13][C:8]=4[C:9](=[O:12])[NH:10][C:11]=3[C:2]([CH3:36])=[CH:3][C:4]=2[O:34][CH3:35])[CH:21]=[CH:20][C:19]=1[CH:22]([CH3:32])[CH2:23][NH:24][C:25](=[O:31])[O:26][C:27]([CH3:29])([CH3:30])[CH3:28]. The yield is 0.520. (5) The reactants are [CH2:1]([N:8]1[CH2:13][CH2:12][C:11](=[O:14])[CH2:10][CH2:9]1)[C:2]1[CH:7]=[CH:6][CH:5]=[CH:4][CH:3]=1.C[Li].[CH2:17]1COCC1. The catalyst is C(OCC)C. The product is [CH2:1]([N:8]1[CH2:13][CH2:12][C:11]([CH3:17])([OH:14])[CH2:10][CH2:9]1)[C:2]1[CH:3]=[CH:4][CH:5]=[CH:6][CH:7]=1. The yield is 0.400. (6) The reactants are [Cl:1][C:2]1[CH:3]=[C:4]([C:10]2[C:14]([C:15]#[CH:16])=[C:13]([CH3:17])[O:12][N:11]=2)[CH:5]=[CH:6][C:7]=1[O:8][CH3:9].Br[C:19]1[CH:24]=[CH:23][CH:22]=[CH:21][N:20]=1. No catalyst specified. The product is [Cl:1][C:2]1[CH:3]=[C:4]([C:10]2[C:14]([C:15]#[C:16][C:19]3[CH:24]=[CH:23][CH:22]=[CH:21][N:20]=3)=[C:13]([CH3:17])[O:12][N:11]=2)[CH:5]=[CH:6][C:7]=1[O:8][CH3:9]. The yield is 0.720. (7) The yield is 0.610. The product is [C:18]([C:15]1[CH:16]=[CH:17][C:12]([CH2:11][N:8]2[C:9]3[C:5](=[CH:4][CH:3]=[C:2]([C:28]4[CH:27]=[CH:26][C:25]([O:24][C:23]([F:22])([F:34])[F:35])=[CH:30][CH:29]=4)[CH:10]=3)[CH:6]=[CH:7]2)=[CH:13][CH:14]=1)([CH3:21])([CH3:20])[CH3:19]. The catalyst is O.C(O)C.C1(C)C=CC=CC=1.[Pd].C1(P(C2C=CC=CC=2)C2C=CC=CC=2)C=CC=CC=1.C1(P(C2C=CC=CC=2)C2C=CC=CC=2)C=CC=CC=1.C1(P(C2C=CC=CC=2)C2C=CC=CC=2)C=CC=CC=1.C1(P(C2C=CC=CC=2)C2C=CC=CC=2)C=CC=CC=1. The reactants are Br[C:2]1[CH:10]=[C:9]2[C:5]([CH:6]=[CH:7][N:8]2[CH2:11][C:12]2[CH:17]=[CH:16][C:15]([C:18]([CH3:21])([CH3:20])[CH3:19])=[CH:14][CH:13]=2)=[CH:4][CH:3]=1.[F:22][C:23]([F:35])([F:34])[O:24][C:25]1[CH:30]=[CH:29][C:28](B(O)O)=[CH:27][CH:26]=1.C(=O)([O-])[O-].[Na+].[Na+].